This data is from NCI-60 drug combinations with 297,098 pairs across 59 cell lines. The task is: Regression. Given two drug SMILES strings and cell line genomic features, predict the synergy score measuring deviation from expected non-interaction effect. (1) Drug 1: CCC1=CC2CC(C3=C(CN(C2)C1)C4=CC=CC=C4N3)(C5=C(C=C6C(=C5)C78CCN9C7C(C=CC9)(C(C(C8N6C)(C(=O)OC)O)OC(=O)C)CC)OC)C(=O)OC.C(C(C(=O)O)O)(C(=O)O)O. Drug 2: CC1CCCC2(C(O2)CC(NC(=O)CC(C(C(=O)C(C1O)C)(C)C)O)C(=CC3=CSC(=N3)C)C)C. Cell line: LOX IMVI. Synergy scores: CSS=38.4, Synergy_ZIP=-1.12, Synergy_Bliss=-1.71, Synergy_Loewe=0.580, Synergy_HSA=-0.388. (2) Drug 1: C1=CC(=CC=C1C#N)C(C2=CC=C(C=C2)C#N)N3C=NC=N3. Drug 2: CC1CCC2CC(C(=CC=CC=CC(CC(C(=O)C(C(C(=CC(C(=O)CC(OC(=O)C3CCCCN3C(=O)C(=O)C1(O2)O)C(C)CC4CCC(C(C4)OC)O)C)C)O)OC)C)C)C)OC. Cell line: MALME-3M. Synergy scores: CSS=1.32, Synergy_ZIP=5.46, Synergy_Bliss=10.3, Synergy_Loewe=-4.34, Synergy_HSA=-1.64.